This data is from Peptide-MHC class I binding affinity with 185,985 pairs from IEDB/IMGT. The task is: Regression. Given a peptide amino acid sequence and an MHC pseudo amino acid sequence, predict their binding affinity value. This is MHC class I binding data. (1) The peptide sequence is ITPDDGLGL. The MHC is HLA-A68:02 with pseudo-sequence HLA-A68:02. The binding affinity (normalized) is 0.00712. (2) The peptide sequence is GVAPGTAVLR. The MHC is HLA-A31:01 with pseudo-sequence HLA-A31:01. The binding affinity (normalized) is 0.265. (3) The peptide sequence is LENDAIRIY. The MHC is HLA-A02:02 with pseudo-sequence HLA-A02:02. The binding affinity (normalized) is 0. (4) The peptide sequence is FILLLCLIFL. The MHC is HLA-A02:03 with pseudo-sequence HLA-A02:03. The binding affinity (normalized) is 0.205. (5) The peptide sequence is FLKEKGGL. The MHC is HLA-A24:02 with pseudo-sequence HLA-A24:02. The binding affinity (normalized) is 0. (6) The peptide sequence is IIPFIAYFVL. The MHC is HLA-A68:02 with pseudo-sequence HLA-A68:02. The binding affinity (normalized) is 0.600.